From a dataset of Drug-target binding data from BindingDB using IC50 measurements. Regression. Given a target protein amino acid sequence and a drug SMILES string, predict the binding affinity score between them. We predict pIC50 (pIC50 = -log10(IC50 in M); higher means more potent). Dataset: bindingdb_ic50. The small molecule is CC(Sc1nc2c(cnn2-c2cccc(Cl)c2)c(=O)[nH]1)C(N)=O. The target protein sequence is VILGARYGMPIDMWSLGCILAELLTGYPLLPGEDEGDQLACMIELLGMPSQKLLDASKRAKNFVSSKGYPRYCTVTTLSDGSVVLNGGRSRRGKLRGPPESREWGNALKGCDDPLFLDFLKQCLEWDPAVRMTPGQALRHPWLRRRLPKPPTGEKTSVKRITESTGAITSISKLPPPSSSASKLRTNLAQMTDANGNIQQRTVLPKLVS. The pIC50 is 5.7.